Dataset: Forward reaction prediction with 1.9M reactions from USPTO patents (1976-2016). Task: Predict the product of the given reaction. (1) Given the reactants Br[C:2]1[CH:3]=[CH:4][C:5]2[N:6]([CH2:16][CH3:17])[C:7](=[O:15])[N:8]([CH2:13][CH3:14])[C:9](=[O:12])[C:10]=2[N:11]=1.[NH3:18], predict the reaction product. The product is: [NH2:18][C:2]1[CH:3]=[CH:4][C:5]2[N:6]([CH2:16][CH3:17])[C:7](=[O:15])[N:8]([CH2:13][CH3:14])[C:9](=[O:12])[C:10]=2[N:11]=1. (2) Given the reactants [CH3:1][O:2][C:3]1[N:8]=[C:7]([O:9][CH3:10])[C:6](B(O)O)=[CH:5][N:4]=1.[F:14][C:15]1[C:20](I)=[CH:19][CH:18]=[C:17]([CH3:22])[N:16]=1.C([O-])([O-])=O.[Na+].[Na+].C1C=CC(P(C2C=CC=CC=2)C2C=CC=CC=2)=CC=1, predict the reaction product. The product is: [F:14][C:15]1[C:20]([C:6]2[C:7]([O:9][CH3:10])=[N:8][C:3]([O:2][CH3:1])=[N:4][CH:5]=2)=[CH:19][CH:18]=[C:17]([CH3:22])[N:16]=1. (3) Given the reactants S(Cl)(C)(=O)=O.[N+:6]([C:9]1[CH:14]=[CH:13][C:12]([N:15]2[CH2:19][CH2:18][CH2:17][CH:16]2[CH2:20]O)=[CH:11][CH:10]=1)([O-:8])=[O:7].C(N(CC)CC)C.[Cl-:29].[Na+], predict the reaction product. The product is: [Cl:29][CH2:20][CH:16]1[CH2:17][CH2:18][CH2:19][N:15]1[C:12]1[CH:13]=[CH:14][C:9]([N+:6]([O-:8])=[O:7])=[CH:10][CH:11]=1. (4) Given the reactants [CH3:1][N:2]1[CH2:10][C:9]2[C:4](=[C:5]([N+:11]([O-])=O)[CH:6]=[CH:7][CH:8]=2)[C:3]1=[O:14].O.O.Cl[Sn]Cl.[OH-].[Na+], predict the reaction product. The product is: [NH2:11][C:5]1[CH:6]=[CH:7][CH:8]=[C:9]2[C:4]=1[C:3](=[O:14])[N:2]([CH3:1])[CH2:10]2. (5) Given the reactants [CH2:1]([O:4][C:5]([CH2:7][C:8]1[CH:28]=[CH:27][C:11]([O:12][CH:13]2[CH2:18][CH2:17][N:16]([C:19](N3C=C[N+](C)=C3)=[O:20])[CH2:15][CH2:14]2)=[CH:10][CH:9]=1)=[O:6])[CH:2]=[CH2:3].[I-].[Cl:30][C:31]1[CH:32]=[CH:33][C:34]([O:37][C:38]2[CH:43]=[CH:42][C:41]([OH:44])=[CH:40][CH:39]=2)=[N:35][CH:36]=1, predict the reaction product. The product is: [Cl:30][C:31]1[CH:32]=[CH:33][C:34]([O:37][C:38]2[CH:43]=[CH:42][C:41]([O:44][C:19]([N:16]3[CH2:15][CH2:14][CH:13]([O:12][C:11]4[CH:10]=[CH:9][C:8]([CH2:7][C:5]([O:4][CH2:1][CH:2]=[CH2:3])=[O:6])=[CH:28][CH:27]=4)[CH2:18][CH2:17]3)=[O:20])=[CH:40][CH:39]=2)=[N:35][CH:36]=1. (6) Given the reactants [C:1]([O:5][C:6]([NH:8][C@H:9]1[CH2:13][CH2:12][CH2:11][C@@H:10]1[C:14](O)=[O:15])=[O:7])([CH3:4])([CH3:3])[CH3:2].C(N(CC)CC)C.ClC(OCC)=O.[BH4-].[Na+].Cl, predict the reaction product. The product is: [OH:15][CH2:14][C@H:10]1[CH2:11][CH2:12][CH2:13][C@@H:9]1[NH:8][C:6](=[O:7])[O:5][C:1]([CH3:3])([CH3:2])[CH3:4].